From a dataset of Full USPTO retrosynthesis dataset with 1.9M reactions from patents (1976-2016). Predict the reactants needed to synthesize the given product. Given the product [C:4]([NH:7][C:8]([CH2:29][CH2:30][CH:31]1[CH2:40][C:39]2[C:34](=[CH:35][CH:36]=[CH:37][CH:38]=2)[CH2:33][N:32]1[CH2:1][CH3:2])([CH2:16][CH2:17][CH2:18][CH2:19][B:20]1[O:21][C:22]([CH3:27])([CH3:28])[C:23]([CH3:25])([CH3:26])[O:24]1)[C:9]([NH:11][C:12]([CH3:13])([CH3:14])[CH3:15])=[O:10])(=[O:6])[CH3:5], predict the reactants needed to synthesize it. The reactants are: [CH:1](=O)[CH3:2].[C:4]([NH:7][C:8]([CH2:29][CH2:30][CH:31]1[CH2:40][C:39]2[C:34](=[CH:35][CH:36]=[CH:37][CH:38]=2)[CH2:33][NH:32]1)([CH2:16][CH2:17][CH2:18][CH2:19][B:20]1[O:24][C:23]([CH3:26])([CH3:25])[C:22]([CH3:28])([CH3:27])[O:21]1)[C:9]([NH:11][C:12]([CH3:15])([CH3:14])[CH3:13])=[O:10])(=[O:6])[CH3:5].C(O[BH-](OC(=O)C)OC(=O)C)(=O)C.[Na+].